From a dataset of Reaction yield outcomes from USPTO patents with 853,638 reactions. Predict the reaction yield, written as a fraction of the theoretical maximum amount of product (1.0 means a 100% yield; for example, 0.34 means a 34% yield). (1) The reactants are [CH3:1][C:2]1[CH:3]=[C:4]([CH:8]=[CH:9][C:10]=1[C:11]([N:13]1[CH2:17][CH2:16][CH2:15][CH2:14]1)=[O:12])[C:5]([OH:7])=O.CN(C(ON1N=NC2C=CC=CC1=2)=[N+](C)C)C.[B-](F)(F)(F)F.C(N(C(C)C)CC)(C)C.[Cl:49][C:50]1[CH:63]=[CH:62][C:53]2[NH:54][C:55]([C@@H:57]([NH2:61])[CH2:58][CH2:59][CH3:60])=[N:56][C:52]=2[CH:51]=1.ClCl. The catalyst is O1CCCC1.ClCCl.C(O)C. The product is [Cl:49][C:50]1[CH:63]=[CH:62][C:53]2[NH:54][C:55]([C@@H:57]([NH:61][C:5](=[O:7])[C:4]3[CH:8]=[CH:9][C:10]([C:11]([N:13]4[CH2:17][CH2:16][CH2:15][CH2:14]4)=[O:12])=[C:2]([CH3:1])[CH:3]=3)[CH2:58][CH2:59][CH3:60])=[N:56][C:52]=2[CH:51]=1. The yield is 0.600. (2) The yield is 0.360. The product is [NH2:29][C:30]1[N:35]=[CH:34][C:33](/[CH:36]=[CH:37]/[C:38]([N:12]([CH2:11][C:4]2[C:3]3[C:7](=[CH:8][CH:9]=[CH:10][C:2]=3[F:1])[NH:6][CH:5]=2)[CH3:13])=[O:40])=[CH:32][CH:31]=1. No catalyst specified. The reactants are [F:1][C:2]1[CH:10]=[CH:9][CH:8]=[C:7]2[C:3]=1[C:4]([CH2:11][NH:12][CH3:13])=[CH:5][NH:6]2.CNCC1C2C=CC=CC=2N2CCCC=12.[NH2:29][C:30]1[N:35]=[CH:34][C:33](/[CH:36]=[CH:37]/[C:38]([OH:40])=O)=[CH:32][CH:31]=1.Cl.O=C1NC2N=CC(/C=C/C(O)=O)=CC=2CC1.